From a dataset of Reaction yield outcomes from USPTO patents with 853,638 reactions. Predict the reaction yield, written as a fraction of the theoretical maximum amount of product (1.0 means a 100% yield; for example, 0.34 means a 34% yield). (1) The reactants are [CH3:1][N:2]1[C:6]([C:7]([OH:9])=O)=[CH:5][CH:4]=[N:3]1.C1N=CN(C(N2C=NC=C2)=O)C=1.[S:22]1[CH:26]=[CH:25][C:24]([CH2:27][C:28]([O:30][CH2:31][CH3:32])=[O:29])=[CH:23]1.[H-].[Na+]. The catalyst is CN(C=O)C.CCOC(C)=O. The product is [CH3:1][N:2]1[C:6]([C:7](=[O:9])[CH:27]([C:24]2[CH:25]=[CH:26][S:22][CH:23]=2)[C:28]([O:30][CH2:31][CH3:32])=[O:29])=[CH:5][CH:4]=[N:3]1. The yield is 0.227. (2) The reactants are [CH3:1][O:2][C:3](=[O:12])[C:4]1[CH:9]=[CH:8][C:7]([CH:10]=O)=[CH:6][CH:5]=1.[CH3:13][N:14]1[CH2:19][CH2:18][NH:17][CH2:16][CH2:15]1.[H][H]. The catalyst is CO.[Pt]. The product is [CH3:1][O:2][C:3](=[O:12])[C:4]1[CH:9]=[CH:8][C:7]([CH2:10][N:17]2[CH2:18][CH2:19][N:14]([CH3:13])[CH2:15][CH2:16]2)=[CH:6][CH:5]=1. The yield is 0.850. (3) The reactants are Br[C:2]1[CH:3]=[N:4][C:5]2[N:6]([N:8]=[CH:9][CH:10]=2)[CH:7]=1.C([O-])(=O)C.[K+].[CH3:16][C:17]1([CH3:33])[C:21]([CH3:23])([CH3:22])[O:20][B:19]([B:19]2[O:20][C:21]([CH3:23])([CH3:22])[C:17]([CH3:33])([CH3:16])[O:18]2)[O:18]1.O1CCOCC1. The catalyst is C1C=CC(P(C2C=CC=CC=2)[C-]2C=CC=C2)=CC=1.C1C=CC(P(C2C=CC=CC=2)[C-]2C=CC=C2)=CC=1.Cl[Pd]Cl.[Fe+2].ClCCl.CCOC(C)=O. The product is [CH3:16][C:17]1([CH3:33])[C:21]([CH3:23])([CH3:22])[O:20][B:19]([C:2]2[CH:3]=[N:4][C:5]3[N:6]([N:8]=[CH:9][CH:10]=3)[CH:7]=2)[O:18]1. The yield is 0.230. (4) The reactants are [C:1]([C:3]1[CH:33]=[C:32]([F:34])[CH:31]=[CH:30][C:4]=1[CH2:5][NH:6][C:7]([C:9]1[N:10]=[C:11]2[N:16]([C:17](=[O:27])[C:18]=1[O:19][CH2:20][C:21]1[CH:26]=[CH:25][CH:24]=[CH:23][CH:22]=1)[CH2:15][CH2:14][O:13][C:12]2([CH3:29])[CH3:28])=[O:8])#[CH:2].C(=O)(O)[O-].[K+].[Br:40][C:41](Br)=[N:42][OH:43]. The catalyst is C(OCC)(=O)C.O. The product is [Br:40][C:41]1[CH:2]=[C:1]([C:3]2[CH:33]=[C:32]([F:34])[CH:31]=[CH:30][C:4]=2[CH2:5][NH:6][C:7]([C:9]2[N:10]=[C:11]3[N:16]([C:17](=[O:27])[C:18]=2[O:19][CH2:20][C:21]2[CH:26]=[CH:25][CH:24]=[CH:23][CH:22]=2)[CH2:15][CH2:14][O:13][C:12]3([CH3:29])[CH3:28])=[O:8])[O:43][N:42]=1. The yield is 0.680.